Dataset: Full USPTO retrosynthesis dataset with 1.9M reactions from patents (1976-2016). Task: Predict the reactants needed to synthesize the given product. (1) Given the product [Br:1][C:2]1[CH:3]=[C:4](/[CH:9]=[CH:10]/[C:11]([N:13]([C:15]2([C:28](=[O:30])[NH:42][CH2:41][CH2:40][C:39]3[C:43]4[C:36](=[CH:35][CH:34]=[C:33]([F:32])[CH:44]=4)[NH:37][CH:38]=3)[CH2:16][CH2:17][N:18]([C:21]([O:23][C:24]([CH3:26])([CH3:27])[CH3:25])=[O:22])[CH2:19][CH2:20]2)[CH3:14])=[O:12])[CH:5]=[CH:6][C:7]=1[F:8], predict the reactants needed to synthesize it. The reactants are: [Br:1][C:2]1[CH:3]=[C:4](/[CH:9]=[CH:10]/[C:11]([N:13]([C:15]2([C:28]([OH:30])=O)[CH2:20][CH2:19][N:18]([C:21]([O:23][C:24]([CH3:27])([CH3:26])[CH3:25])=[O:22])[CH2:17][CH2:16]2)[CH3:14])=[O:12])[CH:5]=[CH:6][C:7]=1[F:8].Cl.[F:32][C:33]1[CH:44]=[C:43]2[C:36]([NH:37][CH:38]=[C:39]2[CH2:40][CH2:41][NH2:42])=[CH:35][CH:34]=1.C(N(C(C)C)CC)(C)C.F[P-](F)(F)(F)(F)F.N1(OC(N(C)C)=[N+](C)C)C2N=CC=CC=2N=N1. (2) Given the product [NH2:29][C:25]1[O:1][C:2]2[C:11]([CH:16]([C:15]3[CH:18]=[C:19]([O:23][CH3:24])[C:20]([O:21][CH3:22])=[C:13]([Br:12])[CH:14]=3)[C:26]=1[C:27]#[N:28])=[CH:10][CH:9]=[C:8]1[C:3]=2[CH:4]=[CH:5][CH:6]=[N:7]1, predict the reactants needed to synthesize it. The reactants are: [OH:1][C:2]1[CH:11]=[CH:10][CH:9]=[C:8]2[C:3]=1[CH:4]=[CH:5][CH:6]=[N:7]2.[Br:12][C:13]1[CH:14]=[C:15]([CH:18]=[C:19]([O:23][CH3:24])[C:20]=1[O:21][CH3:22])[CH:16]=O.[C:25](#[N:29])[CH2:26][C:27]#[N:28].C1N2CCN(CC2)C1. (3) Given the product [Cl:29][C:24]1[CH:25]=[CH:26][CH:27]=[CH:28][C:23]=1[N:22]1[C:21]2[C:20](=[O:30])[N:19]([CH3:31])[C:18](=[O:32])[N:17]([CH3:33])[C:16]=2[N:15]=[C:14]1[N:11]1[CH2:10][CH2:9][NH:8][CH2:13][CH2:12]1, predict the reactants needed to synthesize it. The reactants are: C(OC([N:8]1[CH2:13][CH2:12][N:11]([C:14]2[N:22]([C:23]3[CH:28]=[CH:27][CH:26]=[CH:25][C:24]=3[Cl:29])[C:21]3[C:20](=[O:30])[N:19]([CH3:31])[C:18](=[O:32])[N:17]([CH3:33])[C:16]=3[N:15]=2)[CH2:10][CH2:9]1)=O)(C)(C)C. (4) The reactants are: [CH3:1][C:2]1([CH3:14])[O:6][C@@H:5]([C@H:7]([C:9]2[S:10][CH:11]=[CH:12][CH:13]=2)O)[CH2:4][O:3]1.CC1(C)O[C@@H]([C@@H](C2SC=CC=2)O)CO1.[C-]#[C-].[Na+].[Na+].C1(C)C=CC(S(Cl)(=O)=O)=CC=1.[NH:44]1[C:52]2[C:47](=[CH:48][CH:49]=[CH:50][CH:51]=2)[CH2:46][CH2:45]1.N1C(C)=CC=CC=1C.ClC1C(=O)C(C#N)=C(C#N)C(=O)C=1Cl. Given the product [CH3:1][C:2]1([CH3:14])[O:6][C@@H:5]([C@@H:7]([C:9]2[S:10][CH:11]=[CH:12][CH:13]=2)[N:44]2[C:52]3[C:47](=[CH:48][CH:49]=[CH:50][CH:51]=3)[CH:46]=[CH:45]2)[CH2:4][O:3]1, predict the reactants needed to synthesize it. (5) Given the product [C:14]1([C:6]2[C:7]([C:27]#[C:26][C:20]3[CH:25]=[CH:24][CH:23]=[CH:22][CH:21]=3)=[C:8]([NH:9][C:10](=[O:12])[CH3:11])[NH:4][N:5]=2)[CH:15]=[CH:16][CH:17]=[CH:18][CH:19]=1, predict the reactants needed to synthesize it. The reactants are: C([N:4]1[C:8]([NH:9][C:10](=[O:12])[CH3:11])=[C:7](I)[C:6]([C:14]2[CH:19]=[CH:18][CH:17]=[CH:16][CH:15]=2)=[N:5]1)(=O)C.[C:20]1([C:26]#[CH:27])[CH:25]=[CH:24][CH:23]=[CH:22][CH:21]=1.C(N(CC)CC)C.CN(C=O)C. (6) Given the product [CH2:37]([C:29]1[N:28]([C:17]2[N:16]=[C:15]3[C:20]([N:21]=[C:13]([C:10]4([F:50])[CH2:11][N:8]([C:6]([O:5][C:1]([CH3:4])([CH3:3])[CH3:2])=[O:7])[CH2:9]4)[N:14]3[CH3:39])=[C:19]([N:22]3[CH2:27][CH2:26][O:25][CH2:24][CH2:23]3)[N:18]=2)[C:32]2[CH:33]=[CH:34][CH:35]=[CH:36][C:31]=2[N:30]=1)[CH3:38], predict the reactants needed to synthesize it. The reactants are: [C:1]([O:5][C:6]([N:8]1[CH2:11][C:10]([C:13]2[N:14]([CH3:39])[C:15]3[C:20]([N:21]=2)=[C:19]([N:22]2[CH2:27][CH2:26][O:25][CH2:24][CH2:23]2)[N:18]=[C:17]([N:28]2[C:32]4[CH:33]=[CH:34][CH:35]=[CH:36][C:31]=4[N:30]=[C:29]2[CH2:37][CH3:38])[N:16]=3)(O)[CH2:9]1)=[O:7])([CH3:4])([CH3:3])[CH3:2].COCCN(S(F)(F)[F:50])CCOC.